Dataset: Forward reaction prediction with 1.9M reactions from USPTO patents (1976-2016). Task: Predict the product of the given reaction. (1) Given the reactants [CH2:1]([NH:3][CH2:4][CH2:5][OH:6])[CH3:2].Cl[CH2:8][CH2:9][CH2:10][O:11][C:12]1[CH:21]=[C:20]2[C:15]([C:16]([NH:22][C:23]3[NH:27][N:26]=[C:25]([CH2:28][C:29]([NH:31][C:32]4[CH:37]=[C:36]([F:38])[CH:35]=[C:34]([F:39])[CH:33]=4)=[O:30])[CH:24]=3)=[N:17][CH:18]=[N:19]2)=[CH:14][C:13]=1[O:40][CH3:41], predict the reaction product. The product is: [F:38][C:36]1[CH:37]=[C:32]([NH:31][C:29](=[O:30])[CH2:28][C:25]2[NH:26][N:27]=[C:23]([NH:22][C:16]3[C:15]4[C:20](=[CH:21][C:12]([O:11][CH2:10][CH2:9][CH2:8][N:3]([CH2:1][CH3:2])[CH2:4][CH2:5][OH:6])=[C:13]([O:40][CH3:41])[CH:14]=4)[N:19]=[CH:18][N:17]=3)[CH:24]=2)[CH:33]=[C:34]([F:39])[CH:35]=1. (2) Given the reactants C(N(CC)CC)C.[C:8]1([CH3:18])[CH:13]=[CH:12][C:11]([S:14](Cl)(=[O:16])=[O:15])=[CH:10][CH:9]=1.[NH:19]1[CH2:24][CH2:23][C:22]([C:25]2[CH:30]=[CH:29][C:28]([N:31]3[CH2:35][C@H:34]([CH2:36][NH:37][C:38](=[O:40])[CH3:39])[O:33][C:32]3=[O:41])=[CH:27][CH:26]=2)=[CH:21][CH2:20]1, predict the reaction product. The product is: [C:8]1([CH3:18])[CH:13]=[CH:12][C:11]([S:14]([N:19]2[CH2:24][CH2:23][C:22]([C:25]3[CH:30]=[CH:29][C:28]([N:31]4[CH2:35][C@H:34]([CH2:36][NH:37][C:38](=[O:40])[CH3:39])[O:33][C:32]4=[O:41])=[CH:27][CH:26]=3)=[CH:21][CH2:20]2)(=[O:16])=[O:15])=[CH:10][CH:9]=1.